Dataset: Catalyst prediction with 721,799 reactions and 888 catalyst types from USPTO. Task: Predict which catalyst facilitates the given reaction. (1) Reactant: Cl.[Cl:2][C:3]1[C:4]([CH3:17])=[C:5]([CH:13]=[CH:14][C:15]=1[Cl:16])[O:6][CH:7]1[CH2:12][CH2:11][NH:10][CH2:9][CH2:8]1.[C:18]([O:22][C:23]([N:25]1[CH2:30][CH2:29][CH:28]([CH2:31]OS(C2C=CC(C)=CC=2)(=O)=O)[CH2:27][CH2:26]1)=[O:24])([CH3:21])([CH3:20])[CH3:19].C(=O)([O-])[O-].[K+].[K+]. Product: [C:18]([O:22][C:23]([N:25]1[CH2:30][CH2:29][CH:28]([CH2:31][N:10]2[CH2:11][CH2:12][CH:7]([O:6][C:5]3[CH:13]=[CH:14][C:15]([Cl:16])=[C:3]([Cl:2])[C:4]=3[CH3:17])[CH2:8][CH2:9]2)[CH2:27][CH2:26]1)=[O:24])([CH3:21])([CH3:19])[CH3:20]. The catalyst class is: 47. (2) Reactant: [Br:1][C:2]1[CH:9]=[C:8](F)[CH:7]=[CH:6][C:3]=1[C:4]#[N:5].[NH:11]1[CH2:15][CH2:14][CH2:13][CH2:12]1.C([O-])(O)=O.[Na+].O. Product: [Br:1][C:2]1[CH:9]=[C:8]([N:11]2[CH2:15][CH2:14][CH2:13][CH2:12]2)[CH:7]=[CH:6][C:3]=1[C:4]#[N:5]. The catalyst class is: 1. (3) Reactant: [Cl:1][C:2]1[N:7]=[C:6]([Cl:8])[C:5]([CH:9]=[O:10])=[C:4]([NH:11][C:12]2[CH:17]=[CH:16][CH:15]=[CH:14][C:13]=2[S:18]([CH:21]([CH3:23])[CH3:22])(=[O:20])=[O:19])[N:3]=1.[CH3:24][Mg]Br.[NH4+].[Cl-]. Product: [Cl:1][C:2]1[N:7]=[C:6]([Cl:8])[C:5]([CH:9]([OH:10])[CH3:24])=[C:4]([NH:11][C:12]2[CH:17]=[CH:16][CH:15]=[CH:14][C:13]=2[S:18]([CH:21]([CH3:23])[CH3:22])(=[O:20])=[O:19])[N:3]=1. The catalyst class is: 1. (4) Reactant: [Cl:1][C:2]1[C:3]([C:8]2[CH:13]=[C:12]([C:14]([F:17])([F:16])[F:15])[CH:11]=[CH:10][C:9]=2[C:18]2[O:23][C:22](=[O:24])[C:21]3[CH:25]=[C:26]([CH:30]=[N:31][NH:32][C:33]([NH2:35])=[O:34])[CH:27]=[C:28]([CH3:29])[C:20]=3[N:19]=2)=[N:4][CH:5]=[CH:6][CH:7]=1.[CH3:36][NH2:37]. Product: [C:33]([NH:32]/[N:31]=[CH:30]/[C:26]1[CH:27]=[C:28]([CH3:29])[C:20]([NH:19][C:18](=[O:23])[C:9]2[CH:10]=[CH:11][C:12]([C:14]([F:16])([F:15])[F:17])=[CH:13][C:8]=2[C:3]2[C:2]([Cl:1])=[CH:7][CH:6]=[CH:5][N:4]=2)=[C:21]([CH:25]=1)[C:22]([NH:37][CH3:36])=[O:24])(=[O:34])[NH2:35]. The catalyst class is: 1. (5) Reactant: FC(F)(F)C(O)=O.[NH2:8][CH2:9][CH2:10][C:11]1[C:12]([C:16]2[N:20]([C:21]3[CH:26]=[CH:25][C:24]([F:27])=[C:23]([Cl:28])[CH:22]=3)C(=O)[O:18][N:17]=2)=[N:13][O:14][N:15]=1.[CH3:30][S:31](Cl)(=[O:33])=[O:32]. Product: [Cl:28][C:23]1[CH:22]=[C:21]([NH:20][C:16]([C:12]2[C:11]([CH2:10][CH2:9][NH:8][S:31]([CH3:30])(=[O:33])=[O:32])=[N:15][O:14][N:13]=2)=[N:17][OH:18])[CH:26]=[CH:25][C:24]=1[F:27]. The catalyst class is: 2. (6) Reactant: [Cl-].[Cl-].[Cl-].[Al+3].[CH:5]1[C:10]2[CH2:11][CH2:12][CH2:13][CH2:14][C:15](=[O:16])[C:9]=2[CH:8]=[CH:7][CH:6]=1.[Br:17]Br. Product: [Br:17][C:7]1[CH:6]=[CH:5][C:10]2[CH2:11][CH2:12][CH2:13][CH2:14][C:15](=[O:16])[C:9]=2[CH:8]=1. The catalyst class is: 33. (7) Reactant: [C:1]1([CH2:7][C:8]#[N:9])[CH:6]=[CH:5][CH:4]=[CH:3][CH:2]=1.[H-].[Na+].Br[CH2:13][CH2:14][CH2:15][CH2:16][CH3:17]. Product: [C:1]1([CH:7]([CH2:13][CH2:14][CH2:15][CH2:16][CH3:17])[C:8]#[N:9])[CH:6]=[CH:5][CH:4]=[CH:3][CH:2]=1. The catalyst class is: 3.